The task is: Regression/Classification. Given a drug SMILES string, predict its absorption, distribution, metabolism, or excretion properties. Task type varies by dataset: regression for continuous measurements (e.g., permeability, clearance, half-life) or binary classification for categorical outcomes (e.g., BBB penetration, CYP inhibition). Dataset: cyp2c19_veith.. This data is from CYP2C19 inhibition data for predicting drug metabolism from PubChem BioAssay. (1) The compound is O=Nc1c(O)n(Cc2ccc(Cl)c(Cl)c2)c2ccccc12. The result is 1 (inhibitor). (2) The compound is CCC(C)(C)n1nnnc1C(C(C)C)N(Cc1ccco1)Cc1cc2cc3c(cc2[nH]c1=O)OCO3. The result is 1 (inhibitor). (3) The molecule is N[C@@H](Cn1oc(=O)[nH]c1=O)C(=O)O. The result is 0 (non-inhibitor). (4) The compound is Cc1cc(=O)oc2c(OS(C)(=O)=O)c(OS(C)(=O)=O)ccc12. The result is 0 (non-inhibitor). (5) The molecule is CN1CCN(c2ncc3nc(-c4ccccc4)c(=O)n(CCc4ccccc4)c3n2)CC1. The result is 0 (non-inhibitor). (6) The molecule is O=C1C[C@@H](O)[C@@H](O)[C@H]2[C@H]1CC[C@H]1C(=O)N(c3ccc(F)cc3F)C(=O)[C@H]21. The result is 0 (non-inhibitor). (7) The drug is O=C(C[n+]1cccc(NC(=O)c2ccccc2)c1)c1ccc(NC(=O)c2ccccc2)cc1.[Br-]. The result is 1 (inhibitor). (8) The compound is COC(=O)c1ccc2ccn(CC(=O)NC3CCCCC3)c2c1. The result is 1 (inhibitor). (9) The compound is CCCCn1c(SC(C)C(=O)c2ccc(OC)cc2)nc2cc(S(N)(=O)=O)ccc21. The result is 1 (inhibitor). (10) The drug is C/C(CCN1CCCc2nc(C)c(C)cc21)=N\O[C@@H](C)CN1CCCc2nc(C)c(C)cc21. The result is 0 (non-inhibitor).